Dataset: Reaction yield outcomes from USPTO patents with 853,638 reactions. Task: Predict the reaction yield, written as a fraction of the theoretical maximum amount of product (1.0 means a 100% yield; for example, 0.34 means a 34% yield). (1) The reactants are C(Cl)Cl.[CH2:4]([CH:6]([C:9]1[C:10]2[N:11]([C:16]([C:20]3[O:21][CH:22]=[CH:23][C:24]=3[CH3:25])=[C:17]([CH3:19])[N:18]=2)[N:12]=[C:13]([CH3:15])[CH:14]=1)[CH2:7][CH3:8])[CH3:5].C1C(=O)N([Br:33])C(=O)C1. The catalyst is O. The product is [Br:33][C:22]1[O:21][C:20]([C:16]2[N:11]3[N:12]=[C:13]([CH3:15])[CH:14]=[C:9]([CH:6]([CH2:7][CH3:8])[CH2:4][CH3:5])[C:10]3=[N:18][C:17]=2[CH3:19])=[C:24]([CH3:25])[CH:23]=1. The yield is 0.640. (2) The reactants are [C:1](O[BH-](OC(=O)C)OC(=O)C)(=O)C.[Na+].C=O.[CH3:17][O:18][CH2:19][CH2:20][C@@H:21]1[NH:26][CH2:25][CH2:24][N:23]([C:27]2[C:36]3[CH:35]=[C:34]([CH:37]([CH3:39])[CH3:38])[S:33][C:32]=3[NH:31][C:30]3[CH:40]=[CH:41][CH:42]=[CH:43][C:29]=3[N:28]=2)[CH2:22]1. The catalyst is ClC(Cl)C.C(=O)(O)[O-].[Na+]. The product is [NH3:23].[CH3:17][O:18][CH2:19][CH2:20][C@@H:21]1[N:26]([CH3:1])[CH2:25][CH2:24][N:23]([C:27]2[C:36]3[CH:35]=[C:34]([CH:37]([CH3:39])[CH3:38])[S:33][C:32]=3[NH:31][C:30]3[CH:40]=[CH:41][CH:42]=[CH:43][C:29]=3[N:28]=2)[CH2:22]1. The yield is 0.0500.